Dataset: Full USPTO retrosynthesis dataset with 1.9M reactions from patents (1976-2016). Task: Predict the reactants needed to synthesize the given product. (1) Given the product [Cl:18][C:19]1[CH:24]=[CH:23][C:22]([C:7]2[CH:6]=[N:5][N:4]([CH:1]([CH3:2])[CH3:3])[CH:8]=2)=[CH:21][CH:20]=1, predict the reactants needed to synthesize it. The reactants are: [CH:1]([N:4]1[CH:8]=[C:7](B2OC(C)(C)C(C)(C)O2)[CH:6]=[N:5]1)([CH3:3])[CH3:2].[Cl:18][C:19]1[CH:24]=[CH:23][C:22](I)=[CH:21][CH:20]=1.[O-]P([O-])([O-])=O.[K+].[K+].[K+]. (2) Given the product [CH3:22][O:23][C:24](=[O:34])[C:25]1[CH:30]=[C:29]([C:36]([O:20][C:17]([CH3:19])([CH3:18])[CH3:16])=[O:40])[C:28]([CH2:31][NH2:42])=[C:27]([Br:33])[C:26]=1[C:9]([O:11][C:12]([CH3:13])([CH3:14])[CH3:15])=[O:10], predict the reactants needed to synthesize it. The reactants are: N([C:9]([O:11][C:12]([CH3:15])([CH3:14])[CH3:13])=[O:10])[C:9]([O:11][C:12]([CH3:15])([CH3:14])[CH3:13])=[O:10].[CH3:16][C:17]([O-:20])([CH3:19])[CH3:18].[K+].[CH3:22][O:23][C:24](=[O:34])[C:25]1[CH:30]=[CH:29][C:28]([CH2:31]Br)=[C:27]([Br:33])[CH:26]=1.C[C:36](=[O:40])OCC.C[N:42](C=O)C. (3) Given the product [Cl:1][C:2]1[CH:3]=[CH:4][C:5]2[O:14][CH2:13][CH2:12][C:11]3[CH:10]=[C:9]([C:15]([NH2:22])=[O:16])[S:8][C:7]=3[C:6]=2[N:18]=1, predict the reactants needed to synthesize it. The reactants are: [Cl:1][C:2]1[CH:3]=[CH:4][C:5]2[O:14][CH2:13][CH2:12][C:11]3[CH:10]=[C:9]([C:15](O)=[O:16])[S:8][C:7]=3[C:6]=2[N:18]=1.C([N:22](CC)C(C)C)(C)C.[Cl-].[NH4+].CN(C(ON1N=NC2C=CC=NC1=2)=[N+](C)C)C.F[P-](F)(F)(F)(F)F.C(=O)(O)[O-].[Na+]. (4) Given the product [CH2:23]([NH:16][C:13]1[CH:14]=[CH:15][C:10]([O:9][C:6]2[CH:7]=[CH:8][C:3]([CH2:1][CH3:2])=[CH:4][C:5]=2[O:20][CH3:21])=[C:11]([F:19])[CH:12]=1)[CH3:24], predict the reactants needed to synthesize it. The reactants are: [CH2:1]([C:3]1[CH:8]=[CH:7][C:6]([O:9][C:10]2[CH:15]=[CH:14][C:13]([N+:16]([O-])=O)=[CH:12][C:11]=2[F:19])=[C:5]([O:20][CH3:21])[CH:4]=1)[CH3:2].O1CC[CH2:24][CH2:23]1. (5) Given the product [C:10]([Si:7]([O:6][C:5]1[CH:14]=[CH:15][C:2]([B:21]2[O:22][C:23]([CH3:25])([CH3:24])[C:19]([CH3:35])([CH3:18])[O:20]2)=[C:3]([O:16][CH3:17])[CH:4]=1)([CH3:9])[CH3:8])([CH3:13])([CH3:12])[CH3:11], predict the reactants needed to synthesize it. The reactants are: Br[C:2]1[CH:15]=[CH:14][C:5]([O:6][Si:7]([C:10]([CH3:13])([CH3:12])[CH3:11])([CH3:9])[CH3:8])=[CH:4][C:3]=1[O:16][CH3:17].[CH3:18][C:19]1([CH3:35])[C:23]([CH3:25])([CH3:24])[O:22][B:21]([B:21]2[O:22][C:23]([CH3:25])([CH3:24])[C:19]([CH3:35])([CH3:18])[O:20]2)[O:20]1.C([O-])(=O)C.[K+].C(Cl)Cl.